Dataset: Catalyst prediction with 721,799 reactions and 888 catalyst types from USPTO. Task: Predict which catalyst facilitates the given reaction. Reactant: [N:1]1([CH2:6][CH2:7][CH2:8][O:9][C:10]2[CH:15]=[CH:14][C:13]([C:16]3([CH2:22][NH2:23])[CH2:21][CH2:20][O:19][CH2:18][CH2:17]3)=[CH:12][CH:11]=2)[CH2:5][CH2:4][CH2:3][CH2:2]1.C(O)(=O)C.C(N(CC)CC)C.[C:35]1(=O)[CH2:39][CH2:38][CH2:37][CH2:36]1. Product: [CH:35]1([NH:23][CH2:22][C:16]2([C:13]3[CH:14]=[CH:15][C:10]([O:9][CH2:8][CH2:7][CH2:6][N:1]4[CH2:5][CH2:4][CH2:3][CH2:2]4)=[CH:11][CH:12]=3)[CH2:17][CH2:18][O:19][CH2:20][CH2:21]2)[CH2:39][CH2:38][CH2:37][CH2:36]1. The catalyst class is: 68.